This data is from Full USPTO retrosynthesis dataset with 1.9M reactions from patents (1976-2016). The task is: Predict the reactants needed to synthesize the given product. (1) Given the product [CH3:18][O:1][C:2]1[N:3]=[C:4]([CH2:7][C:8]([C:10]2[CH:15]=[CH:14][CH:13]=[CH:12][CH:11]=2)=[O:9])[S:5][CH:6]=1, predict the reactants needed to synthesize it. The reactants are: [OH:1][C:2]1[N:3]=[C:4]([CH2:7][C:8]([C:10]2[CH:15]=[CH:14][CH:13]=[CH:12][CH:11]=2)=[O:9])[S:5][CH:6]=1.CI.[C:18]([O-])([O-])=O.[K+].[K+]. (2) Given the product [CH2:1]([O:3][C:4]1[CH:5]=[CH:6][C:7]2[C:16]3[C:11](=[C:12]([F:18])[C:13]([O:17][CH2:29][C@H:26]4[CH2:27][CH2:28][C@H:23]([CH:21]=[CH2:22])[CH2:24][CH2:25]4)=[CH:14][CH:15]=3)[O:10][CH2:9][C:8]=2[C:19]=1[F:20])[CH3:2], predict the reactants needed to synthesize it. The reactants are: [CH2:1]([O:3][C:4]1[CH:5]=[CH:6][C:7]2[C:16]3[C:11](=[C:12]([F:18])[C:13]([OH:17])=[CH:14][CH:15]=3)[O:10][CH2:9][C:8]=2[C:19]=1[F:20])[CH3:2].[CH:21]([C@H:23]1[CH2:28][CH2:27][C@H:26]([CH2:29]I)[CH2:25][CH2:24]1)=[CH2:22].C(=O)([O-])[O-].[K+].[K+]. (3) Given the product [Cl:20][C:17]1[CH:18]=[CH:19][C:14]([C:6]2[NH:7][C:8]3[C:13]([C:5]=2[CH2:4][C:3]([OH:32])=[O:2])=[CH:12][CH:11]=[CH:10][CH:9]=3)=[CH:15][C:16]=1[S:21]([CH2:24][C:25]1[CH:30]=[CH:29][CH:28]=[C:27]([Cl:31])[CH:26]=1)(=[O:23])=[O:22], predict the reactants needed to synthesize it. The reactants are: C[O:2][C:3](=[O:32])[CH2:4][C:5]1[C:13]2[C:8](=[CH:9][CH:10]=[CH:11][CH:12]=2)[NH:7][C:6]=1[C:14]1[CH:19]=[CH:18][C:17]([Cl:20])=[C:16]([S:21]([CH2:24][C:25]2[CH:30]=[CH:29][CH:28]=[C:27]([Cl:31])[CH:26]=2)(=[O:23])=[O:22])[CH:15]=1.CO.O.[OH-].[Li+]. (4) Given the product [OH:3][C:4]1[CH:5]=[CH:6][C:7]2[C:39]([CH:25]([NH:22][C:23](=[O:28])[CH3:24])[CH3:26])=[CH:38][O:37][C:34]=2[CH:35]=1, predict the reactants needed to synthesize it. The reactants are: P(N=[N+]=[N-])([O:3][C:4]1C=C[CH:7]=[CH:6][CH:5]=1)([O:3][C:4]1C=C[CH:7]=[CH:6][CH:5]=1)=O.C([N:22]([CH2:25][CH3:26])[CH2:23][CH3:24])C.C(=O)([O-])[O-:28].[K+].[K+].Cl.[C:34]([O:37][CH2:38][CH3:39])(=O)[CH3:35].Cl.